From a dataset of Peptide-MHC class I binding affinity with 185,985 pairs from IEDB/IMGT. Regression. Given a peptide amino acid sequence and an MHC pseudo amino acid sequence, predict their binding affinity value. This is MHC class I binding data. (1) The peptide sequence is IYTVIYYIF. The MHC is HLA-B18:01 with pseudo-sequence HLA-B18:01. The binding affinity (normalized) is 0.159. (2) The peptide sequence is TSTLQEQIGWF. The MHC is HLA-A29:02 with pseudo-sequence HLA-A29:02. The binding affinity (normalized) is 0.185. (3) The peptide sequence is TRTSPNIPK. The MHC is HLA-B15:17 with pseudo-sequence HLA-B15:17. The binding affinity (normalized) is 0.0847. (4) The peptide sequence is DRERLKVFL. The MHC is HLA-A24:02 with pseudo-sequence HLA-A24:02. The binding affinity (normalized) is 0.